This data is from Reaction yield outcomes from USPTO patents with 853,638 reactions. The task is: Predict the reaction yield, written as a fraction of the theoretical maximum amount of product (1.0 means a 100% yield; for example, 0.34 means a 34% yield). (1) The reactants are [NH2:1][CH2:2][CH2:3][C:4]([CH3:42])([CH3:41])[CH2:5][CH:6]([NH:29][S:30]([C:33]1[CH:38]=[CH:37][C:36]([O:39][CH3:40])=[CH:35][CH:34]=1)(=[O:32])=[O:31])[C@H:7]([OH:28])[C@@H:8]([NH:16][C:17](=[O:27])[O:18][C@@H:19]1[C@H:26]2[C@H:22]([O:23][CH2:24][CH2:25]2)[O:21][CH2:20]1)[CH2:9][C:10]1[CH:15]=[CH:14][CH:13]=[CH:12][CH:11]=1.NCCC(C)(C)CC(NS(C1C=CC(OC)=CC=1)(=O)=O)[C@H](O)[C@@H](NC(=O)O[C@H]1[C@@H]2[C@@H](OCC2)OC1)CC1C=CC=CC=1.C(N(CC)C(C)C)(C)C.[CH3:94][N:95]([CH3:99])[C:96](Cl)=[O:97]. The catalyst is C1COCC1. The product is [CH2:9]([C@H:8]([NH:16][C:17](=[O:27])[O:18][C@H:19]1[C@@H:26]2[C@@H:22]([O:23][CH2:24][CH2:25]2)[O:21][CH2:20]1)[C@@H:7]([OH:28])[CH:6]([NH:29][S:30]([C:33]1[CH:38]=[CH:37][C:36]([O:39][CH3:40])=[CH:35][CH:34]=1)(=[O:32])=[O:31])[CH2:5][C:4]([CH3:42])([CH3:41])[CH2:3][CH2:2][NH:1][C:96]([N:95]([CH3:99])[CH3:94])=[O:97])[C:10]1[CH:15]=[CH:14][CH:13]=[CH:12][CH:11]=1. The yield is 0.890. (2) The reactants are [Cl:1][C:2]1[CH:3]=[N:4][N:5]([CH3:16])[C:6]=1[C:7]1[CH:8]=[C:9]([C:13]([OH:15])=O)[S:10][C:11]=1[CH3:12].[NH2:17][C@@H:18]([CH2:31][C:32]1[CH:37]=[CH:36][CH:35]=[C:34]([C:38]([F:41])([F:40])[F:39])[CH:33]=1)[CH2:19][N:20]1[C:28](=[O:29])[C:27]2[C:22](=[CH:23][CH:24]=[CH:25][CH:26]=2)[C:21]1=[O:30].CC(OC(N[C@H](C(O)=O)CC1C=CC=CC=1C(F)(F)F)=O)(C)C.C1CN([P+](Br)(N2CCCC2)N2CCCC2)CC1.F[P-](F)(F)(F)(F)F.CCN(C(C)C)C(C)C. The catalyst is C(Cl)(Cl)Cl. The product is [Cl:1][C:2]1[CH:3]=[N:4][N:5]([CH3:16])[C:6]=1[C:7]1[CH:8]=[C:9]([C:13]([NH:17][C@@H:18]([CH2:31][C:32]2[CH:37]=[CH:36][CH:35]=[C:34]([C:38]([F:41])([F:39])[F:40])[CH:33]=2)[CH2:19][N:20]2[C:21](=[O:30])[C:22]3[C:27](=[CH:26][CH:25]=[CH:24][CH:23]=3)[C:28]2=[O:29])=[O:15])[S:10][C:11]=1[CH3:12]. The yield is 0.710. (3) The reactants are Cl[C:2]1[C:7]([C:8]#[N:9])=[CH:6][N:5]=[C:4]2[C:10]3[CH:16]=[C:15]([N+:17]([O-:19])=[O:18])[CH:14]=[CH:13][C:11]=3[S:12][C:3]=12.C(OCCO)C.[Cl:26][C:27]1[C:33]([O:34][CH3:35])=[CH:32][C:30]([NH2:31])=[C:29]([CH3:36])[CH:28]=1.Cl.N1C=CC=CC=1. No catalyst specified. The product is [Cl:26][C:27]1[C:33]([O:34][CH3:35])=[CH:32][C:30]([NH:31][C:2]2[C:7]([C:8]#[N:9])=[CH:6][N:5]=[C:4]3[C:10]4[CH:16]=[C:15]([N+:17]([O-:19])=[O:18])[CH:14]=[CH:13][C:11]=4[S:12][C:3]=23)=[C:29]([CH3:36])[CH:28]=1. The yield is 0.260.